This data is from Full USPTO retrosynthesis dataset with 1.9M reactions from patents (1976-2016). The task is: Predict the reactants needed to synthesize the given product. (1) Given the product [Si:16]([O:15][C@@H:11]1[C@@H:12]([CH3:14])[CH2:13][N:8]([C:7]2[CH:6]=[CH:5][N:4]=[CH:3][C:2]=2[NH:1][C:43]([C:38]2[N:37]=[C:36]3[CH:35]=[C:34]([CH:31]([CH3:32])[CH3:46])[O:42][C:41]3=[CH:40][CH:39]=2)=[O:45])[CH2:9][C@H:10]1[NH:23][C:24](=[O:30])[O:25][C:26]([CH3:29])([CH3:28])[CH3:27])([C:19]([CH3:22])([CH3:21])[CH3:20])([CH3:18])[CH3:17], predict the reactants needed to synthesize it. The reactants are: [NH2:1][C:2]1[CH:3]=[N:4][CH:5]=[CH:6][C:7]=1[N:8]1[CH2:13][C@H:12]([CH3:14])[C@@H:11]([O:15][Si:16]([C:19]([CH3:22])([CH3:21])[CH3:20])([CH3:18])[CH3:17])[C@H:10]([NH:23][C:24](=[O:30])[O:25][C:26]([CH3:29])([CH3:28])[CH3:27])[CH2:9]1.[CH2:31]([C:34]1[O:42][C:41]2[C:36](=[N:37][C:38]([C:43]([OH:45])=O)=[CH:39][CH:40]=2)[CH:35]=1)[CH2:32]C.[CH3:46]CN(C(C)C)C(C)C.CN(C(ON1N=NC2C=CC=NC1=2)=[N+](C)C)C.F[P-](F)(F)(F)(F)F. (2) Given the product [C:39]([O:43][C:44](=[O:51])[C@H:45]([CH2:47][C:48](=[O:50])[NH2:49])[NH:46][C:1]([C:2]1[CH:11]=[CH:10][C:9]2[C:4](=[CH:5][CH:6]=[CH:7][CH:8]=2)[N:3]=1)=[O:13])([CH3:42])([CH3:40])[CH3:41], predict the reactants needed to synthesize it. The reactants are: [C:1]([OH:13])(=O)[C:2]1[CH:11]=[CH:10][C:9]2[C:4](=[CH:5][CH:6]=[CH:7][CH:8]=2)[N:3]=1.C1CCC(N=C=NC2CCCCC2)CC1.C1C=CC2N(O)N=NC=2C=1.[C:39]([O:43][C:44](=[O:51])[C@H:45]([CH2:47][C:48](=[O:50])[NH2:49])[NH2:46])([CH3:42])([CH3:41])[CH3:40]. (3) The reactants are: [CH3:1][N:2]1[CH2:7][CH2:6][N:5]([C:8]2[CH:9]=[CH:10][C:11]([NH2:14])=[N:12][CH:13]=2)[CH2:4][CH2:3]1.Br[C:16]1[C:17](=[O:24])[N:18]([CH3:23])[CH:19]=[C:20]([Br:22])[CH:21]=1.C([O-])([O-])=O.[Cs+].[Cs+].CC1(C)C2C(=C(P(C3C=CC=CC=3)C3C=CC=CC=3)C=CC=2)OC2C(P(C3C=CC=CC=3)C3C=CC=CC=3)=CC=CC1=2. Given the product [Br:22][C:20]1[CH:21]=[C:16]([NH:14][C:11]2[CH:10]=[CH:9][C:8]([N:5]3[CH2:6][CH2:7][N:2]([CH3:1])[CH2:3][CH2:4]3)=[CH:13][N:12]=2)[C:17](=[O:24])[N:18]([CH3:23])[CH:19]=1, predict the reactants needed to synthesize it. (4) Given the product [ClH:16].[C:9]1([CH:2]([C:3]2[CH:8]=[CH:7][CH:6]=[CH:5][CH:4]=2)[N:1]2[CH2:18][CH:17]([OH:19])[CH2:15]2)[CH:14]=[CH:13][CH:12]=[CH:11][CH:10]=1, predict the reactants needed to synthesize it. The reactants are: [NH2:1][CH:2]([C:9]1[CH:14]=[CH:13][CH:12]=[CH:11][CH:10]=1)[C:3]1[CH:8]=[CH:7][CH:6]=[CH:5][CH:4]=1.[CH2:15]([CH:17]1[O:19][CH2:18]1)[Cl:16]. (5) Given the product [NH2:9][C:5]1[CH:4]=[C:3]([CH2:1][CH3:2])[C:8]([I:15])=[CH:7][N:6]=1, predict the reactants needed to synthesize it. The reactants are: [CH2:1]([C:3]1[CH:8]=[CH:7][N:6]=[C:5]([NH2:9])[CH:4]=1)[CH3:2].C([O-])(=O)C.[K+].[I:15]Cl.